This data is from Forward reaction prediction with 1.9M reactions from USPTO patents (1976-2016). The task is: Predict the product of the given reaction. (1) The product is: [Br:22][CH2:3][CH2:4][CH2:5][C:6]([CH3:21])([CH3:15])[CH2:7][O:8][CH:9]1[CH2:14][CH2:13][CH2:12][CH2:11][O:10]1. Given the reactants BrC[CH2:3][CH2:4][CH2:5][C:6]([CH3:21])([C:15]1C=CC=CC=1)[CH2:7][O:8][CH:9]1[CH2:14][CH2:13][CH2:12][CH2:11][O:10]1.[Br:22]CCCC(C)(C)CO.O1C=CCCC1, predict the reaction product. (2) Given the reactants C([N:4]([C:6]([C@@:8]12[C:18]([CH3:20])([CH3:19])[C@@H:15]([CH2:16][CH2:17]1)[C:14]1[CH:13]=[C:12]([C:21]3[C:26]([F:27])=[CH:25][CH:24]=[CH:23][C:22]=3[F:28])[N:11]=[N:10][C:9]2=1)=O)[NH2:5])(=O)C.[O:29]=P(Cl)(Cl)Cl.[C:34]1([CH3:40])C=CC=CC=1, predict the reaction product. The product is: [F:28][C:22]1[CH:23]=[CH:24][CH:25]=[C:26]([F:27])[C:21]=1[C:12]1[N:11]=[N:10][C:9]2[C@:8]3([C:6]4[O:29][C:34]([CH3:40])=[N:5][N:4]=4)[C:18]([CH3:20])([CH3:19])[C@H:15]([C:14]=2[CH:13]=1)[CH2:16][CH2:17]3.